From a dataset of Forward reaction prediction with 1.9M reactions from USPTO patents (1976-2016). Predict the product of the given reaction. (1) The product is: [CH2:1]([O:8][C:9]1[CH:14]=[CH:13][N:12]=[CH:11][C:10]=1[NH2:15])[C:2]1[CH:3]=[CH:4][CH:5]=[CH:6][CH:7]=1. Given the reactants [CH2:1]([O:8][C:9]1[CH:14]=[CH:13][N:12]=[CH:11][C:10]=1[N+:15]([O-])=O)[C:2]1[CH:7]=[CH:6][CH:5]=[CH:4][CH:3]=1.[NH4+].[Cl-].C1COCC1.O, predict the reaction product. (2) Given the reactants Br[C:2]1[C:3]([N:19]2[C:23]([CH3:24])=[CH:22][C:21]([C:25]([F:28])([F:27])[F:26])=[N:20]2)=[N:4][C:5]([NH:8][C:9]2[CH:14]=[C:13]([O:15][CH3:16])[CH:12]=[C:11]([O:17][CH3:18])[CH:10]=2)=[N:6][CH:7]=1.[CH3:29][S:30][C:31]1[C:36]([C:37]([O:39][CH3:40])=[O:38])=[CH:35][C:34](B2OC(C)(C)C(C)(C)O2)=[CH:33][N:32]=1.COC(C1C=C(B(O)O)C=NC=1SC)=O.ClCCl.C(=O)([O-])[O-].[Na+].[Na+], predict the reaction product. The product is: [CH3:18][O:17][C:11]1[CH:10]=[C:9]([NH:8][C:5]2[N:4]=[C:3]([N:19]3[C:23]([CH3:24])=[CH:22][C:21]([C:25]([F:28])([F:27])[F:26])=[N:20]3)[C:2]([C:34]3[CH:35]=[C:36]([C:37]([O:39][CH3:40])=[O:38])[C:31]([S:30][CH3:29])=[N:32][CH:33]=3)=[CH:7][N:6]=2)[CH:14]=[C:13]([O:15][CH3:16])[CH:12]=1. (3) Given the reactants [NH:1]1[C:9]2[C:4](=[CH:5][CH:6]=[CH:7][CH:8]=2)[CH:3]=[CH:2]1.Br[CH2:11][CH2:12][CH2:13][Cl:14], predict the reaction product. The product is: [Cl:14][CH2:13][CH2:12][CH2:11][N:1]1[C:9]2[C:4](=[CH:5][CH:6]=[CH:7][CH:8]=2)[CH:3]=[CH:2]1. (4) Given the reactants [O-]P([O-])([O-])=O.[K+].[K+].[K+].Br[C:10]1[CH:11]=[C:12]([C:16]2[N:20]([CH3:21])[N:19]=[C:18]([C:22]([N:24]3[CH2:28][CH2:27][CH:26]([N:29]([CH2:32][CH3:33])[CH2:30][CH3:31])[CH2:25]3)=[O:23])[C:17]=2[CH3:34])[CH:13]=[CH:14][CH:15]=1.[Cl:35][C:36]1[CH:41]=[CH:40][C:39](B(O)O)=[CH:38][CH:37]=1, predict the reaction product. The product is: [Cl:35][C:36]1[CH:41]=[CH:40][C:39]([C:10]2[CH:15]=[CH:14][CH:13]=[C:12]([C:16]3[N:20]([CH3:21])[N:19]=[C:18]([C:22]([N:24]4[CH2:28][CH2:27][CH:26]([N:29]([CH2:30][CH3:31])[CH2:32][CH3:33])[CH2:25]4)=[O:23])[C:17]=3[CH3:34])[CH:11]=2)=[CH:38][CH:37]=1.